Dataset: Forward reaction prediction with 1.9M reactions from USPTO patents (1976-2016). Task: Predict the product of the given reaction. Given the reactants I[C:2]1[CH:8]=[CH:7][CH:6]=[CH:5][C:3]=1[NH2:4].[CH3:9][CH:10]([CH3:13])[C:11]#[CH:12], predict the reaction product. The product is: [CH3:9][CH:10]([CH3:13])[C:11]#[C:12][C:2]1[CH:8]=[CH:7][CH:6]=[CH:5][C:3]=1[NH2:4].